This data is from Forward reaction prediction with 1.9M reactions from USPTO patents (1976-2016). The task is: Predict the product of the given reaction. Given the reactants [F:1][C:2]1[CH:7]=[CH:6][C:5]([N:8]=[C:9]=[O:10])=[CH:4][CH:3]=1.[OH:11][CH:12]1[CH2:17][CH2:16][CH2:15][N:14]([CH3:18])[CH2:13]1, predict the reaction product. The product is: [F:1][C:2]1[CH:7]=[CH:6][C:5]([NH:8][C:9](=[O:10])[O:11][CH:12]2[CH2:17][CH2:16][CH2:15][N:14]([CH3:18])[CH2:13]2)=[CH:4][CH:3]=1.